Task: Predict the reaction yield, written as a fraction of the theoretical maximum amount of product (1.0 means a 100% yield; for example, 0.34 means a 34% yield).. Dataset: Reaction yield outcomes from USPTO patents with 853,638 reactions (1) The reactants are [CH2:1]([O:3][C:4]([C:6]1[C:7]([CH2:31][OH:32])=[C:8]2[C:13]([NH:14][C:15]3[CH:20]=[CH:19][C:18]([O:21][C:22]4[CH:27]=[CH:26][CH:25]=[CH:24][CH:23]=4)=[CH:17][CH:16]=3)=[C:12]([C:28]#[N:29])[CH:11]=[N:10][N:9]2[CH:30]=1)=[O:5])[CH3:2]. The catalyst is C(Cl)(Cl)Cl.O=[Mn]=O. The product is [CH2:1]([O:3][C:4]([C:6]1[C:7]([CH:31]=[O:32])=[C:8]2[C:13]([NH:14][C:15]3[CH:16]=[CH:17][C:18]([O:21][C:22]4[CH:27]=[CH:26][CH:25]=[CH:24][CH:23]=4)=[CH:19][CH:20]=3)=[C:12]([C:28]#[N:29])[CH:11]=[N:10][N:9]2[CH:30]=1)=[O:5])[CH3:2]. The yield is 0.940. (2) The reactants are [F:1][C:2]1[CH:10]=[C:9]2[C:5]([CH:6]=[CH:7][NH:8]2)=[CH:4][C:3]=1[C:11]#[C:12][CH2:13][CH2:14][CH2:15][OH:16].[BH3-]C#N.[Na+].O.[OH-].[Na+]. The catalyst is CC(O)=O.C(O)(C(F)(F)F)=O. The product is [F:1][C:2]1[CH:10]=[C:9]2[C:5]([CH2:6][CH2:7][NH:8]2)=[CH:4][C:3]=1[C:11]#[C:12][CH2:13][CH2:14][CH2:15][OH:16]. The yield is 0.730. (3) The reactants are [H-].[H-].[H-].[H-].[Li+].[Al+3].[O:7]1[CH2:12][CH2:11][N:10]([CH2:13][CH2:14][NH:15][C:16](=O)OC(C)(C)C)[CH2:9][CH2:8]1. The catalyst is O1CCCC1. The product is [CH3:16][NH:15][CH2:14][CH2:13][N:10]1[CH2:11][CH2:12][O:7][CH2:8][CH2:9]1. The yield is 0.420.